Dataset: Peptide-MHC class II binding affinity with 134,281 pairs from IEDB. Task: Regression. Given a peptide amino acid sequence and an MHC pseudo amino acid sequence, predict their binding affinity value. This is MHC class II binding data. (1) The peptide sequence is LNEDLRSWTAADTAY. The MHC is HLA-DPA10301-DPB10402 with pseudo-sequence HLA-DPA10301-DPB10402. The binding affinity (normalized) is 0.179. (2) The peptide sequence is QEPFKNLKTGKYAKM. The MHC is HLA-DQA10102-DQB10502 with pseudo-sequence CNYHQGGGARVAHIMYFGGTHYSVGASRVHVAGI. The binding affinity (normalized) is 0.0395. (3) The peptide sequence is GSLSKDELMELSSDL. The MHC is DRB1_0101 with pseudo-sequence DRB1_0101. The binding affinity (normalized) is 0.163. (4) The MHC is HLA-DQA10102-DQB10602 with pseudo-sequence HLA-DQA10102-DQB10602. The peptide sequence is AVWGKNSCAKNYNCK. The binding affinity (normalized) is 0.228. (5) The peptide sequence is AGLLGNVSTVLLGGV. The MHC is DRB1_0301 with pseudo-sequence DRB1_0301. The binding affinity (normalized) is 0. (6) The peptide sequence is QQIKFAALSARAVAL. The MHC is DRB1_0901 with pseudo-sequence DRB1_0901. The binding affinity (normalized) is 0.758.